Dataset: Catalyst prediction with 721,799 reactions and 888 catalyst types from USPTO. Task: Predict which catalyst facilitates the given reaction. (1) Reactant: [O:1]1[C:5]2([CH2:10][CH2:9][C:8](=[O:11])[CH2:7][CH2:6]2)[O:4][CH2:3][CH2:2]1.[CH3:12][Mg]Br. Product: [CH3:12][C:8]1([OH:11])[CH2:7][CH2:6][C:5]2([O:4][CH2:3][CH2:2][O:1]2)[CH2:10][CH2:9]1. The catalyst class is: 1. (2) Reactant: [Cl:1][C:2]1[CH:8]=[CH:7][C:5]([NH2:6])=[CH:4][CH:3]=1.[C:9]([O:15][CH2:16][CH3:17])(=[O:14])[CH2:10][C:11]([O-])=[O:12].[K+].ON1C2C=CC=CC=2N=N1.Cl.CN(C)CCCN=C=NCC. Product: [CH2:16]([O:15][C:9](=[O:14])[CH2:10][C:11]([NH:6][C:5]1[CH:7]=[CH:8][C:2]([Cl:1])=[CH:3][CH:4]=1)=[O:12])[CH3:17]. The catalyst class is: 42. (3) Reactant: [C:1]1([N:7]2[CH:11]=[CH:10][CH:9]=[N:8]2)[CH:6]=[CH:5][CH:4]=[CH:3][CH:2]=1.[Br:12]Br.O.C([O-])(O)=O.[Na+]. Product: [Br:12][C:10]1[CH:9]=[N:8][N:7]([C:1]2[CH:2]=[CH:3][CH:4]=[CH:5][CH:6]=2)[CH:11]=1. The catalyst class is: 15. (4) Reactant: [NH2:1][C:2]1[N:7]2[N:8]=[CH:9][C:10]([C@@H:11]3[O:15][C@H:14]([CH2:16][OH:17])[C@@H:13]([O:18][Si:19]([C:22]([CH3:25])([CH3:24])[CH3:23])([CH3:21])[CH3:20])[CH2:12]3)=[C:6]2[N:5]=[CH:4][N:3]=1. Product: [NH2:1][C:2]1[N:7]2[N:8]=[CH:9][C:10]([C@@H:11]3[O:15][C@H:14]([CH:16]=[O:17])[C@@H:13]([O:18][Si:19]([C:22]([CH3:25])([CH3:24])[CH3:23])([CH3:20])[CH3:21])[CH2:12]3)=[C:6]2[N:5]=[CH:4][N:3]=1. The catalyst class is: 10. (5) The catalyst class is: 1. Product: [Cl:1][C:2]1[C:3]2[C:4]3[CH2:5][CH:6]([CH2:15][CH2:16][OH:17])[CH2:7][CH2:8][C:9]=3[S:10][C:11]=2[N:12]=[CH:13][N:14]=1. Reactant: [Cl:1][C:2]1[C:3]2[C:4]3[CH2:5][CH:6]([CH2:15][C:16](OCC)=[O:17])[CH2:7][CH2:8][C:9]=3[S:10][C:11]=2[N:12]=[CH:13][N:14]=1.CC(C[AlH]CC(C)C)C. (6) Reactant: C(OC([NH:11][C:12]12[CH2:19][C:16]([C:20]([O-:22])=[O:21])([CH2:17][CH2:18]1)[CH2:15][CH2:14][CH2:13]2)=O)C1C=CC=CC=1.[CH3:23]CO. Product: [NH2:11][C:12]12[CH2:19][C:16]([C:20]([O:22][CH3:23])=[O:21])([CH2:17][CH2:18]1)[CH2:15][CH2:14][CH2:13]2. The catalyst class is: 45.